This data is from Forward reaction prediction with 1.9M reactions from USPTO patents (1976-2016). The task is: Predict the product of the given reaction. (1) Given the reactants [CH3:1][S:2]([C:5]1[CH:6]=[C:7]([NH:11][C:12]([C:14]2[CH:15]=[N:16][N:17]3[C:22](Cl)=[CH:21][C:20]([C:24]4[CH:29]=[CH:28][C:27]([Cl:30])=[CH:26][CH:25]=4)=[N:19][C:18]=23)=[O:13])[CH:8]=[CH:9][CH:10]=1)(=[O:4])=[O:3].[CH3:31][O-:32].[Na+], predict the reaction product. The product is: [CH3:1][S:2]([C:5]1[CH:6]=[C:7]([NH:11][C:12]([C:14]2[CH:15]=[N:16][N:17]3[C:22]([O:32][CH3:31])=[CH:21][C:20]([C:24]4[CH:29]=[CH:28][C:27]([Cl:30])=[CH:26][CH:25]=4)=[N:19][C:18]=23)=[O:13])[CH:8]=[CH:9][CH:10]=1)(=[O:4])=[O:3]. (2) Given the reactants O.[NH2:2][NH2:3].C(O[C:7](=[C:9]([C:12]#[N:13])[C:10]#[N:11])[CH3:8])C.O, predict the reaction product. The product is: [NH2:11][C:10]1[NH:3][N:2]=[C:7]([CH3:8])[C:9]=1[C:12]#[N:13]. (3) Given the reactants [N+](C1C=C(C=CC=1)C=O)([O-])=O.C(N(C)C(C1CCNCC1)=O)C(C)C.[CH2:26]([N:30]([CH3:49])[C:31]([CH:33]1[CH2:38][CH2:37][N:36]([CH2:39][C:40]2[CH:45]=[CH:44][CH:43]=[C:42]([N+:46]([O-])=O)[CH:41]=2)[CH2:35][CH2:34]1)=[O:32])[CH:27]([CH3:29])[CH3:28], predict the reaction product. The product is: [CH2:26]([N:30]([CH3:49])[C:31]([CH:33]1[CH2:34][CH2:35][N:36]([CH2:39][C:40]2[CH:45]=[CH:44][CH:43]=[C:42]([NH2:46])[CH:41]=2)[CH2:37][CH2:38]1)=[O:32])[CH:27]([CH3:29])[CH3:28]. (4) The product is: [CH3:1][O:2][C:3]1[CH:35]=[CH:34][C:6]([CH2:7][N:8]2[C:16]3[C:11](=[CH:12][C:13](/[CH:17]=[C:18]4/[C:19](=[O:33])[N:20]([CH:24]5[CH2:25][CH2:26][CH:27]([C:30]([NH:44][S:41]([CH3:40])(=[O:43])=[O:42])=[O:32])[CH2:28][CH2:29]5)[C:21](=[O:23])[S:22]/4)=[CH:14][CH:15]=3)[CH:10]=[N:9]2)=[C:5]([C:36]([F:37])([F:39])[F:38])[CH:4]=1. Given the reactants [CH3:1][O:2][C:3]1[CH:35]=[CH:34][C:6]([CH2:7][N:8]2[C:16]3[C:11](=[CH:12][C:13](/[CH:17]=[C:18]4/[C:19](=[O:33])[N:20]([CH:24]5[CH2:29][CH2:28][CH:27]([C:30]([OH:32])=O)[CH2:26][CH2:25]5)[C:21](=[O:23])[S:22]/4)=[CH:14][CH:15]=3)[CH:10]=[N:9]2)=[C:5]([C:36]([F:39])([F:38])[F:37])[CH:4]=1.[CH3:40][S:41]([NH2:44])(=[O:43])=[O:42], predict the reaction product. (5) Given the reactants [C-:1]#[N:2].[K+].[I:4][C:5]1[C:6]([CH3:21])=[N:7][C:8](S(C)(=O)=O)=[N:9][C:10]=1[NH:11][CH2:12][C:13]([F:16])([F:15])[F:14], predict the reaction product. The product is: [C:1]([C:8]1[N:7]=[C:6]([CH3:21])[C:5]([I:4])=[C:10]([NH:11][CH2:12][C:13]([F:16])([F:15])[F:14])[N:9]=1)#[N:2]. (6) Given the reactants Cl[C:2]1[C:3]2[CH:16]=[CH:15][NH:14][C:4]=2[N:5]=[C:6]([C:8]2[CH:13]=[CH:12][CH:11]=[CH:10][N:9]=2)[N:7]=1.[N:17]1[CH:22]=[CH:21][CH:20]=[C:19](B(O)O)[CH:18]=1.C([O-])([O-])=O.[Na+].[Na+].COCCOC.CCO, predict the reaction product. The product is: [N:17]1[CH:22]=[CH:21][CH:20]=[C:19]([C:2]2[C:3]3[CH:16]=[CH:15][NH:14][C:4]=3[N:5]=[C:6]([C:8]3[CH:13]=[CH:12][CH:11]=[CH:10][N:9]=3)[N:7]=2)[CH:18]=1.